Dataset: Full USPTO retrosynthesis dataset with 1.9M reactions from patents (1976-2016). Task: Predict the reactants needed to synthesize the given product. (1) Given the product [CH3:18][O:19][C:20]1[CH:25]=[CH:24][C:23]([S:26]([N:29]2[CH2:34][CH2:33][N:32]([CH:2]([C:4]3[N:13]([CH3:14])[C:12](=[O:15])[C:11]4[C:6](=[CH:7][CH:8]=[C:9]([C:16]#[N:17])[CH:10]=4)[N:5]=3)[CH3:3])[CH2:31][CH2:30]2)(=[O:28])=[O:27])=[CH:22][CH:21]=1, predict the reactants needed to synthesize it. The reactants are: Br[CH:2]([C:4]1[N:13]([CH3:14])[C:12](=[O:15])[C:11]2[C:6](=[CH:7][CH:8]=[C:9]([C:16]#[N:17])[CH:10]=2)[N:5]=1)[CH3:3].[CH3:18][O:19][C:20]1[CH:25]=[CH:24][C:23]([S:26]([N:29]2[CH2:34][CH2:33][NH:32][CH2:31][CH2:30]2)(=[O:28])=[O:27])=[CH:22][CH:21]=1. (2) The reactants are: [NH2:1][C:2]1[CH:7]=[CH:6][CH:5]=[CH:4][N:3]=1.C1CCC(N=C=NC2CCCCC2)CC1.[CH3:23][C:24]1[CH:28]=[C:27]([CH2:29][C:30](O)=[O:31])[O:26][N:25]=1. Given the product [N:3]1[CH:4]=[CH:5][CH:6]=[CH:7][C:2]=1[NH:1][C:30](=[O:31])[CH2:29][C:27]1[O:26][N:25]=[C:24]([CH3:23])[CH:28]=1, predict the reactants needed to synthesize it. (3) Given the product [Br:1][C:2]1[CH:7]=[CH:6][C:5](/[C:8](=[N:22]\[O:23][CH2:24][CH3:25])/[CH:9]2[CH2:10][CH2:11][N:12]([C:15]3([CH3:21])[CH2:20][CH2:19][N:18]([C:37]([C:31]4[C:30]5[C:35](=[CH:36][C:27]([Cl:26])=[CH:28][CH:29]=5)[N:34]=[CH:33][CH:32]=4)=[O:38])[CH2:17][CH2:16]3)[CH2:13][CH2:14]2)=[CH:4][CH:3]=1, predict the reactants needed to synthesize it. The reactants are: [Br:1][C:2]1[CH:7]=[CH:6][C:5](/[C:8](=[N:22]\[O:23][CH2:24][CH3:25])/[CH:9]2[CH2:14][CH2:13][N:12]([C:15]3([CH3:21])[CH2:20][CH2:19][NH:18][CH2:17][CH2:16]3)[CH2:11][CH2:10]2)=[CH:4][CH:3]=1.[Cl:26][C:27]1[CH:36]=[C:35]2[C:30]([C:31]([C:37](O)=[O:38])=[CH:32][CH:33]=[N:34]2)=[CH:29][CH:28]=1.CCN(CC)CC.CN(C(ON1N=NC2C=CC=NC1=2)=[N+](C)C)C.F[P-](F)(F)(F)(F)F. (4) Given the product [Cl:8][C:9]1[CH:14]=[CH:13][C:12]([C:15]2[C:16]([C@@H:21]([NH:31][C:43](=[O:44])[CH2:42][N:35]3[C:36]4[CH2:37][CH2:38][CH2:39][CH2:40][C:41]=4[C:33](=[O:32])[NH:34]3)[CH2:22][C:23]3[CH:28]=[C:27]([F:29])[CH:26]=[C:25]([F:30])[CH:24]=3)=[N:17][CH:18]=[CH:19][CH:20]=2)=[CH:11][CH:10]=1, predict the reactants needed to synthesize it. The reactants are: FC(F)(F)C(O)=O.[Cl:8][C:9]1[CH:14]=[CH:13][C:12]([C:15]2[C:16]([C@@H:21]([NH2:31])[CH2:22][C:23]3[CH:28]=[C:27]([F:29])[CH:26]=[C:25]([F:30])[CH:24]=3)=[N:17][CH:18]=[CH:19][CH:20]=2)=[CH:11][CH:10]=1.[O:32]=[C:33]1[C:41]2[CH2:40][CH2:39][CH2:38][CH2:37][C:36]=2[N:35]([CH2:42][C:43](O)=[O:44])[NH:34]1. (5) Given the product [C:30]1([CH:7]([C:1]2[CH:2]=[CH:3][CH:4]=[CH:5][CH:6]=2)[N:8]2[C:16]3[C:11](=[CH:12][CH:13]=[CH:14][CH:15]=3)[CH:10]([C:17]3[C:26]([OH:27])=[CH:25][C:20]4[O:21][CH2:22][CH2:23][O:24][C:19]=4[CH:18]=3)[C:9]2=[O:29])[CH:31]=[CH:32][CH:33]=[CH:34][CH:35]=1, predict the reactants needed to synthesize it. The reactants are: [C:1]1([CH:7]([C:30]2[CH:35]=[CH:34][CH:33]=[CH:32][CH:31]=2)[N:8]2[C:16]3[C:11](=[CH:12][CH:13]=[CH:14][CH:15]=3)[C:10](O)([C:17]3[C:26]([OH:27])=[CH:25][C:20]4[O:21][CH2:22][CH2:23][O:24][C:19]=4[CH:18]=3)[C:9]2=[O:29])[CH:6]=[CH:5][CH:4]=[CH:3][CH:2]=1.ClC1C=CC=C2C=1C(O)(C1C(O)=CC3OCCC=3C=1)C(=O)N2C(C1C=CC=CC=1)C1C=CC=CC=1. (6) Given the product [OH:12][C:11]1[C:10]([C:13]2[S:14][CH:15]=[CH:16][CH:17]=2)=[N:9][N:8]([CH2:18][CH2:19][CH:20]([CH3:21])[CH3:22])[C:7](=[O:23])[C:6]=1[C:4]1[NH:24][C:25]2[CH:30]=[CH:29][C:28]([I:31])=[CH:27][C:26]=2[S:32](=[O:34])(=[O:33])[N:35]=1, predict the reactants needed to synthesize it. The reactants are: C(O[C:4]([C:6]1[C:7](=[O:23])[N:8]([CH2:18][CH2:19][CH:20]([CH3:22])[CH3:21])[N:9]=[C:10]([C:13]2[S:14][CH:15]=[CH:16][CH:17]=2)[C:11]=1[OH:12])=O)C.[NH2:24][C:25]1[CH:30]=[CH:29][C:28]([I:31])=[CH:27][C:26]=1[S:32]([NH2:35])(=[O:34])=[O:33]. (7) Given the product [CH3:1][O:2][C:3]1[CH:26]=[C:25]([O:27][CH3:28])[CH:24]=[CH:23][C:4]=1[CH2:5][N:6]1[CH2:14][C:13]2[C:8](=[CH:9][CH:10]=[C:11]([CH2:15][N:17]3[CH2:22][CH2:21][O:20][CH2:19][CH2:18]3)[CH:12]=2)[CH2:7]1, predict the reactants needed to synthesize it. The reactants are: [CH3:1][O:2][C:3]1[CH:26]=[C:25]([O:27][CH3:28])[CH:24]=[CH:23][C:4]=1[CH2:5][N:6]1[CH2:14][C:13]2[C:8](=[CH:9][CH:10]=[C:11]([C:15]([N:17]3[CH2:22][CH2:21][O:20][CH2:19][CH2:18]3)=O)[CH:12]=2)[CH2:7]1.[H-].[Al+3].[Li+].[H-].[H-].[H-]. (8) The reactants are: [C:1]([O:5][C:6]([N:8]([CH3:60])[C@@H:9]([CH3:59])[C:10]([NH:12][C@H:13]([C:33]([N:35]1[C@H:44]([C:45](=[O:58])[N:46]([CH3:57])[C@H:47]2[C:56]3[C:51](=[CH:52][CH:53]=[CH:54][CH:55]=3)[CH2:50][CH2:49][CH2:48]2)[CH2:43][C:42]2[C:37](=[CH:38][CH:39]=[CH:40][CH:41]=2)[CH2:36]1)=[O:34])[CH2:14][C:15]1[CH:32]=[CH:31][C:18]([O:19][CH2:20][C:21]2[CH:30]=[CH:29][C:24]([C:25]([O:27]C)=[O:26])=[CH:23][CH:22]=2)=[CH:17][CH:16]=1)=[O:11])=[O:7])([CH3:4])([CH3:3])[CH3:2].[OH-].[Na+].Cl. Given the product [C:1]([O:5][C:6]([N:8]([CH3:60])[C@@H:9]([CH3:59])[C:10]([NH:12][C@H:13]([C:33]([N:35]1[C@H:44]([C:45](=[O:58])[N:46]([CH3:57])[C@H:47]2[C:56]3[C:51](=[CH:52][CH:53]=[CH:54][CH:55]=3)[CH2:50][CH2:49][CH2:48]2)[CH2:43][C:42]2[C:37](=[CH:38][CH:39]=[CH:40][CH:41]=2)[CH2:36]1)=[O:34])[CH2:14][C:15]1[CH:16]=[CH:17][C:18]([O:19][CH2:20][C:21]2[CH:30]=[CH:29][C:24]([C:25]([OH:27])=[O:26])=[CH:23][CH:22]=2)=[CH:31][CH:32]=1)=[O:11])=[O:7])([CH3:3])([CH3:2])[CH3:4], predict the reactants needed to synthesize it. (9) Given the product [Cl:18][C:17]1[C:12]([N:9]2[CH2:10][CH2:11][C:3]3[C:2]([NH:26][C:25]4[CH:27]=[CH:28][C:22]([O:21][C:20]([F:19])([F:29])[F:30])=[CH:23][CH:24]=4)=[N:7][CH:6]=[N:5][C:4]=3[CH2:8]2)=[N:13][CH:14]=[CH:15][CH:16]=1, predict the reactants needed to synthesize it. The reactants are: Cl[C:2]1[C:3]2[CH2:11][CH2:10][N:9]([C:12]3[C:17]([Cl:18])=[CH:16][CH:15]=[CH:14][N:13]=3)[CH2:8][C:4]=2[N:5]=[CH:6][N:7]=1.[F:19][C:20]([F:30])([F:29])[O:21][C:22]1[CH:28]=[CH:27][C:25]([NH2:26])=[CH:24][CH:23]=1.[I-].[Na+].C(#N)C.C(=O)(O)[O-].[Na+]. (10) Given the product [CH3:1][C:2]1[C:39]([CH3:40])=[CH:38][CH:37]=[CH:36][C:3]=1[O:4][C:5]1[C:14]([C:13]([NH:12][CH2:16][C:17]2[CH:18]=[CH:19][C:20]([O:23][CH3:24])=[CH:21][CH:22]=2)=[O:15])=[C:9]([NH:10][C:26]2[CH:31]=[CH:30][C:29]([I:32])=[CH:28][C:27]=2[F:33])[N:8]([CH3:34])[C:7](=[O:35])[CH:6]=1, predict the reactants needed to synthesize it. The reactants are: [CH3:1][C:2]1[C:39]([CH3:40])=[CH:38][CH:37]=[CH:36][C:3]=1[O:4][C:5]1[C:14]2[C:13](=[O:15])[N:12]([CH2:16][C:17]3[CH:22]=[CH:21][C:20]([O:23][CH3:24])=[CH:19][CH:18]=3)C(=O)[N:10]([C:26]3[CH:31]=[CH:30][C:29]([I:32])=[CH:28][C:27]=3[F:33])[C:9]=2[N:8]([CH3:34])[C:7](=[O:35])[CH:6]=1.[OH-].[Li+].C(OCC)(=O)C.